From a dataset of Full USPTO retrosynthesis dataset with 1.9M reactions from patents (1976-2016). Predict the reactants needed to synthesize the given product. (1) Given the product [F:14][C:8]1[CH:9]=[CH:10][C:11]([F:13])=[CH:12][C:7]=1[CH:5]1[C:4](=[O:15])[C:3]([O:16][S:31]([CH2:30][C:24]2[CH:29]=[CH:28][CH:27]=[CH:26][CH:25]=2)(=[O:33])=[O:32])=[C:2]([NH2:1])[O:6]1, predict the reactants needed to synthesize it. The reactants are: [NH2:1][C:2]1[O:6][CH:5]([C:7]2[CH:12]=[C:11]([F:13])[CH:10]=[CH:9][C:8]=2[F:14])[C:4](=[O:15])[C:3]=1[OH:16].C(N(CC)CC)C.[C:24]1([CH2:30][S:31](Cl)(=[O:33])=[O:32])[CH:29]=[CH:28][CH:27]=[CH:26][CH:25]=1.[Cl-].[NH4+]. (2) The reactants are: C([N:4]1[C:12]2[C:7](=[CH:8][C:9]([N+:13]([O-:15])=[O:14])=[CH:10][CH:11]=2)/[C:6](=[C:16](/[NH:23][C:24]2[CH:29]=[CH:28][C:27]([NH:30][S:31]([C:34]3[CH:39]=[CH:38][C:37]([CH3:40])=[CH:36][CH:35]=3)(=[O:33])=[O:32])=[CH:26][CH:25]=2)\[C:17]2[CH:22]=[CH:21][CH:20]=[CH:19][CH:18]=2)/[C:5]1=[O:41])(=O)C.[CH3:42][N:43]([CH3:48])[C:44](=[O:47])[CH2:45]Br.CC(C)([O-])C.[K+].[OH-].[Na+]. Given the product [CH3:42][N:43]([CH3:48])[C:44]([CH2:45][N:30]([C:27]1[CH:28]=[CH:29][C:24]([NH:23]/[C:16](=[C:6]2\[C:5](=[O:41])[NH:4][C:12]3[C:7]\2=[CH:8][C:9]([N+:13]([O-:15])=[O:14])=[CH:10][CH:11]=3)/[C:17]2[CH:18]=[CH:19][CH:20]=[CH:21][CH:22]=2)=[CH:25][CH:26]=1)[S:31]([C:34]1[CH:35]=[CH:36][C:37]([CH3:40])=[CH:38][CH:39]=1)(=[O:33])=[O:32])=[O:47], predict the reactants needed to synthesize it.